This data is from Forward reaction prediction with 1.9M reactions from USPTO patents (1976-2016). The task is: Predict the product of the given reaction. (1) Given the reactants [Cl:1][C:2]1[CH:3]=[CH:4][C:5]2[N:6]([C:8]([CH:11]([C:13]3[CH:14]=[C:15]4[C:19](=[CH:20][C:21]=3[F:22])[N:18]([CH3:23])[N:17]=[CH:16]4)O)=[CH:9][N:10]=2)[N:7]=1.[I-].O[PH2]=O.[OH-].[Na+], predict the reaction product. The product is: [Cl:1][C:2]1[CH:3]=[CH:4][C:5]2[N:6]([C:8]([CH2:11][C:13]3[CH:14]=[C:15]4[C:19](=[CH:20][C:21]=3[F:22])[N:18]([CH3:23])[N:17]=[CH:16]4)=[CH:9][N:10]=2)[N:7]=1. (2) Given the reactants [CH3:1][N:2]1[CH2:7][CH2:6][N:5]([C:8]2[S:9][C:10]([C:13]([O:15]C)=[O:14])=[CH:11][N:12]=2)[CH2:4][CH2:3]1.O.[OH-].[Li+], predict the reaction product. The product is: [CH3:1][N:2]1[CH2:7][CH2:6][N:5]([C:8]2[S:9][C:10]([C:13]([OH:15])=[O:14])=[CH:11][N:12]=2)[CH2:4][CH2:3]1. (3) Given the reactants [NH3:1].[CH3:2][CH2:3][O:4][C:5]([CH3:7])=[O:6], predict the reaction product. The product is: [CH3:2][CH2:3][O:4][C:5]([CH3:7])=[O:6].[CH3:3][OH:4].[NH4+:1].[OH-:4]. (4) Given the reactants [CH3:1][O:2][C:3]1[CH:4]=[C:5]2[C:10](=[CH:11][CH:12]=1)[C:9]([O:13][C:14]1[CH:19]=[CH:18][C:17](/[CH:20]=[CH:21]/[C:22]([O:24]CC)=[O:23])=[CH:16][CH:15]=1)=[C:8]([C:27]1[CH:32]=[CH:31][CH:30]=[CH:29][CH:28]=1)[C:7]([CH2:33][CH2:34][C:35]([F:38])([F:37])[F:36])=[CH:6]2.[OH-].[Na+], predict the reaction product. The product is: [CH3:1][O:2][C:3]1[CH:4]=[C:5]2[C:10](=[CH:11][CH:12]=1)[C:9]([O:13][C:14]1[CH:15]=[CH:16][C:17](/[CH:20]=[CH:21]/[C:22]([OH:24])=[O:23])=[CH:18][CH:19]=1)=[C:8]([C:27]1[CH:28]=[CH:29][CH:30]=[CH:31][CH:32]=1)[C:7]([CH2:33][CH2:34][C:35]([F:36])([F:38])[F:37])=[CH:6]2. (5) Given the reactants [NH:1]1[CH2:6][CH2:5][C:4]2([O:11][C:10]3[C:12]4[C:17]([C:18](=[O:21])[C:19](=[O:20])[C:9]=3[S:8][CH2:7]2)=[CH:16][CH:15]=[CH:14][CH:13]=4)[CH2:3][CH2:2]1.[C@@H:22]1([C:31]([OH:33])=[O:32])[CH2:27][CH2:26][CH2:25][CH2:24][C@H:23]1[C:28]([OH:30])=[O:29], predict the reaction product. The product is: [C:31]([C@@H:22]1[CH2:27][CH2:26][CH2:25][CH2:24][C@H:23]1[C:28]([O-:30])=[O:29])([OH:33])=[O:32].[NH2+:1]1[CH2:2][CH2:3][C:4]2([O:11][C:10]3[C:12]4[C:17]([C:18](=[O:21])[C:19](=[O:20])[C:9]=3[S:8][CH2:7]2)=[CH:16][CH:15]=[CH:14][CH:13]=4)[CH2:5][CH2:6]1.